This data is from Reaction yield outcomes from USPTO patents with 853,638 reactions. The task is: Predict the reaction yield, written as a fraction of the theoretical maximum amount of product (1.0 means a 100% yield; for example, 0.34 means a 34% yield). (1) The reactants are [CH2:1]([C:3]1[N:7]([C:8]2[N:16]=[C:15]3[C:11]([N:12]=[C:13]([CH:18]=O)[N:14]3[CH3:17])=[C:10]([N:20]3[CH2:25][CH2:24][O:23][CH2:22][CH2:21]3)[N:9]=2)[C:6]2[CH:26]=[CH:27][CH:28]=[CH:29][C:5]=2[N:4]=1)[CH3:2].[NH:30]1[CH2:33][CH:32]([N:34]2[CH2:39][CH2:38][N:37]([CH3:40])[C:36](=[O:41])[CH2:35]2)[CH2:31]1.C(O[BH-](OC(=O)C)OC(=O)C)(=O)C.[Na+]. The catalyst is ClCCCl. The product is [CH2:1]([C:3]1[N:7]([C:8]2[N:16]=[C:15]3[C:11]([N:12]=[C:13]([CH2:18][N:30]4[CH2:31][CH:32]([N:34]5[CH2:39][CH2:38][N:37]([CH3:40])[C:36](=[O:41])[CH2:35]5)[CH2:33]4)[N:14]3[CH3:17])=[C:10]([N:20]3[CH2:25][CH2:24][O:23][CH2:22][CH2:21]3)[N:9]=2)[C:6]2[CH:26]=[CH:27][CH:28]=[CH:29][C:5]=2[N:4]=1)[CH3:2]. The yield is 0.820. (2) The reactants are [CH2:1]([N:8]1[C:16]2[C:15]([Cl:17])=[N:14][C:13](N)=[N:12][C:11]=2[CH:10]=[CH:9]1)[C:2]1[CH:7]=[CH:6][CH:5]=[CH:4][CH:3]=1.N(OC(C)(C)C)=O.[Cl:26]CCCl. No catalyst specified. The product is [CH2:1]([N:8]1[C:16]2[C:15]([Cl:17])=[N:14][C:13]([Cl:26])=[N:12][C:11]=2[CH:10]=[CH:9]1)[C:2]1[CH:7]=[CH:6][CH:5]=[CH:4][CH:3]=1. The yield is 0.770.